Dataset: Reaction yield outcomes from USPTO patents with 853,638 reactions. Task: Predict the reaction yield, written as a fraction of the theoretical maximum amount of product (1.0 means a 100% yield; for example, 0.34 means a 34% yield). (1) The reactants are [CH3:1][C@@H:2]1[CH2:6][CH2:5][CH2:4][N:3]1[CH2:7][CH2:8][C:9]1[O:10][C:11]2[CH:17]=[CH:16][C:15]([C:18]3[CH:19]=[C:20]([CH:24]=[CH:25][CH:26]=3)[C:21](O)=[O:22])=[CH:14][C:12]=2[CH:13]=1.O1CCCC1. No catalyst specified. The product is [CH3:1][C@@H:2]1[CH2:6][CH2:5][CH2:4][N:3]1[CH2:7][CH2:8][C:9]1[O:10][C:11]2[CH:17]=[CH:16][C:15]([C:18]3[CH:19]=[C:20]([CH2:21][OH:22])[CH:24]=[CH:25][CH:26]=3)=[CH:14][C:12]=2[CH:13]=1. The yield is 0.130. (2) The reactants are O[C:2]1([CH3:22])[CH2:8][O:7][C:6]2[CH:9]=[CH:10][C:11]([I:13])=[CH:12][C:5]=2[N:4]2[N:14]=[C:15]([C:17]([O:19][CH2:20][CH3:21])=[O:18])[CH:16]=[C:3]12.C(N(S(F)(F)[F:29])CC)C. The catalyst is ClCCl. The product is [F:29][C:2]1([CH3:22])[CH2:8][O:7][C:6]2[CH:9]=[CH:10][C:11]([I:13])=[CH:12][C:5]=2[N:4]2[N:14]=[C:15]([C:17]([O:19][CH2:20][CH3:21])=[O:18])[CH:16]=[C:3]12. The yield is 0.570. (3) The reactants are Br[C:2]1[NH:3][C:4]2[C:9]([C:10]=1[CH:11]1[CH2:16][CH2:15][CH2:14][CH2:13][CH2:12]1)=[CH:8][CH:7]=[C:6]([C:17]([O:19][CH3:20])=[O:18])[CH:5]=2.[CH:21]([C:23]1[CH:28]=[CH:27][CH:26]=[CH:25][C:24]=1B(O)O)=[O:22].[Li+].[Cl-].CCO.C1(C)C=CC=CC=1. The catalyst is C([O-])([O-])=O.[Na+].[Na+].C1C=CC([P]([Pd]([P](C2C=CC=CC=2)(C2C=CC=CC=2)C2C=CC=CC=2)([P](C2C=CC=CC=2)(C2C=CC=CC=2)C2C=CC=CC=2)[P](C2C=CC=CC=2)(C2C=CC=CC=2)C2C=CC=CC=2)(C2C=CC=CC=2)C2C=CC=CC=2)=CC=1. The product is [CH:11]1([C:10]2[C:9]3[C:4](=[CH:5][C:6]([C:17]([O:19][CH3:20])=[O:18])=[CH:7][CH:8]=3)[N:3]3[CH:21]([OH:22])[C:23]4[C:28]([C:2]=23)=[CH:27][CH:26]=[CH:25][CH:24]=4)[CH2:16][CH2:15][CH2:14][CH2:13][CH2:12]1. The yield is 0.700. (4) The reactants are [C:1]([NH2:5])([CH3:4])([CH3:3])[CH3:2].C(N(CC)CC)C.Br[CH2:14][C:15]([O:17][CH2:18][CH3:19])=[O:16]. The catalyst is ClCCl. The product is [CH2:18]([O:17][C:15](=[O:16])[CH2:14][NH:5][C:1]([CH3:4])([CH3:3])[CH3:2])[CH3:19]. The yield is 0.270.